From a dataset of Retrosynthesis with 50K atom-mapped reactions and 10 reaction types from USPTO. Predict the reactants needed to synthesize the given product. (1) Given the product CC(=O)Nc1cccc(C(CN)NC(=O)c2c(C)nc3c(OCc4c(F)cccc4F)cc(C)cn23)c1, predict the reactants needed to synthesize it. The reactants are: CC(=O)Nc1cccc(C(CNC(=O)OC(C)(C)C)NC(=O)c2c(C)nc3c(OCc4c(F)cccc4F)cc(C)cn23)c1. (2) The reactants are: ClCc1cccnc1.O=C1C[C@]2(CCCC[C@H]2Cc2ccccc2)S(=O)(=O)CCN1. Given the product O=C1C[C@]2(CCCC[C@H]2Cc2ccccc2)S(=O)(=O)CCN1Cc1cccnc1, predict the reactants needed to synthesize it. (3) Given the product Cc1ccc([C@@]2(O)O[C@H](COCc3ccccc3)[C@@H](OCc3ccccc3)[C@H](OCc3ccccc3)[C@H]2OCc2ccccc2)cc1Cc1ccc(C#C[Si](C)(C)C)cc1, predict the reactants needed to synthesize it. The reactants are: C#C[Si](C)(C)C.Cc1ccc([C@@]2(O)O[C@H](COCc3ccccc3)[C@@H](OCc3ccccc3)[C@H](OCc3ccccc3)[C@H]2OCc2ccccc2)cc1Cc1ccc(OS(=O)(=O)C(F)(F)F)cc1. (4) Given the product Cc1ccccc1-c1cc(C(OCc2ccc(C(=O)O)cc2)c2cncn2C)ccc1C#N, predict the reactants needed to synthesize it. The reactants are: COC(=O)c1ccc(COC(c2ccc(C#N)c(-c3ccccc3C)c2)c2cncn2C)cc1. (5) Given the product CNCCc1ccccc1, predict the reactants needed to synthesize it. The reactants are: CN(CCc1ccccc1)C(=O)OC(C)(C)C. (6) The reactants are: COC(=O)C1CCC(c2noc(=O)[nH]2)CC1. Given the product O=C(O)C1CCC(c2noc(=O)[nH]2)CC1, predict the reactants needed to synthesize it. (7) Given the product COc1ccc(-c2cc(C(F)(F)F)nn2-c2ccc(CNS(C)(=O)=O)cc2)cc1, predict the reactants needed to synthesize it. The reactants are: COc1ccc(-c2cc(C(F)(F)F)nn2-c2ccc(CN)cc2)cc1.CS(=O)(=O)Cl. (8) Given the product Cc1c(CO)ncnc1N1CCCCC1, predict the reactants needed to synthesize it. The reactants are: COCc1ncnc(N2CCCCC2)c1C.